Dataset: NCI-60 drug combinations with 297,098 pairs across 59 cell lines. Task: Regression. Given two drug SMILES strings and cell line genomic features, predict the synergy score measuring deviation from expected non-interaction effect. (1) Drug 1: C1=CC=C(C(=C1)C(C2=CC=C(C=C2)Cl)C(Cl)Cl)Cl. Drug 2: CC1C(C(CC(O1)OC2CC(CC3=C2C(=C4C(=C3O)C(=O)C5=CC=CC=C5C4=O)O)(C(=O)C)O)N)O. Cell line: SW-620. Synergy scores: CSS=46.6, Synergy_ZIP=-8.83, Synergy_Bliss=-6.66, Synergy_Loewe=-2.08, Synergy_HSA=-0.627. (2) Drug 1: CC1=C(C=C(C=C1)NC2=NC=CC(=N2)N(C)C3=CC4=NN(C(=C4C=C3)C)C)S(=O)(=O)N.Cl. Drug 2: CC(C)NC(=O)C1=CC=C(C=C1)CNNC.Cl. Cell line: LOX IMVI. Synergy scores: CSS=11.5, Synergy_ZIP=0.416, Synergy_Bliss=4.35, Synergy_Loewe=7.33, Synergy_HSA=7.33. (3) Drug 1: CC1=C(C=C(C=C1)NC2=NC=CC(=N2)N(C)C3=CC4=NN(C(=C4C=C3)C)C)S(=O)(=O)N.Cl. Drug 2: C1=CC(=CC=C1CCCC(=O)O)N(CCCl)CCCl. Cell line: SF-295. Synergy scores: CSS=41.9, Synergy_ZIP=-0.00787, Synergy_Bliss=-0.0963, Synergy_Loewe=-0.409, Synergy_HSA=1.12. (4) Drug 1: CS(=O)(=O)OCCCCOS(=O)(=O)C. Drug 2: CC1C(C(CC(O1)OC2CC(CC3=C2C(=C4C(=C3O)C(=O)C5=CC=CC=C5C4=O)O)(C(=O)C)O)N)O. Cell line: NCIH23. Synergy scores: CSS=32.8, Synergy_ZIP=-2.17, Synergy_Bliss=-3.40, Synergy_Loewe=-40.6, Synergy_HSA=-2.30.